Task: Predict which catalyst facilitates the given reaction.. Dataset: Catalyst prediction with 721,799 reactions and 888 catalyst types from USPTO (1) The catalyst class is: 6. Reactant: CC(N(C)C)=O.S(=O)(O)[O-].[Na+].[Br:12][C:13]1[CH:18]=[CH:17][C:16]([NH:19][C:20](=[O:40])[C:21]2[CH:26]=[CH:25][CH:24]=[C:23]([S:27]([N:30]3[C:38]4[C:33](=[CH:34][C:35]([Cl:39])=[CH:36][CH:37]=4)[CH2:32][CH2:31]3)(=[O:29])=[O:28])[CH:22]=2)=[C:15]([CH:41]=O)[CH:14]=1.[NH2:43][C:44]1[CH:52]=[CH:51][CH:50]=[CH:49][C:45]=1[C:46]([NH2:48])=[O:47]. Product: [Br:12][C:13]1[CH:18]=[CH:17][C:16]([NH:19][C:20](=[O:40])[C:21]2[CH:26]=[CH:25][CH:24]=[C:23]([S:27]([N:30]3[C:38]4[C:33](=[CH:34][C:35]([Cl:39])=[CH:36][CH:37]=4)[CH2:32][CH2:31]3)(=[O:28])=[O:29])[CH:22]=2)=[C:15]([C:41]2[NH:48][C:46](=[O:47])[C:45]3[C:44](=[CH:52][CH:51]=[CH:50][CH:49]=3)[N:43]=2)[CH:14]=1. (2) Product: [CH3:7][O:8][C:9]([C:11]1[O:15][N:14]=[C:13]([O:16][CH2:17][C:18]2[C:19]([C:33]3[CH:34]=[CH:35][C:36]([F:39])=[CH:37][CH:38]=3)=[N:20][O:21][C:22]=2[CH:23]=[O:32])[CH:12]=1)=[O:10]. The catalyst class is: 20. Reactant: [O-]I(=O)(=O)=O.[Na+].[CH3:7][O:8][C:9]([C:11]1[O:15][N:14]=[C:13]([O:16][CH2:17][C:18]2[C:19]([C:33]3[CH:38]=[CH:37][C:36]([F:39])=[CH:35][CH:34]=3)=[N:20][O:21][C:22]=2[C@@H:23]([OH:32])[C@H](O)C2C=CC=CC=2)[CH:12]=1)=[O:10].